Dataset: Forward reaction prediction with 1.9M reactions from USPTO patents (1976-2016). Task: Predict the product of the given reaction. (1) Given the reactants C1(COC([NH:11][CH2:12][CH2:13][C:14]2[C:23]3[C:18](=[C:19]([CH2:24][CH2:25][NH:26]C(OCC4C=CC=CC=4)=O)[CH:20]=[CH:21][CH:22]=3)[CH:17]=[CH:16][CH:15]=2)=O)C=CC=CC=1, predict the reaction product. The product is: [NH2:11][CH2:12][CH2:13][C:14]1[CH:15]=[CH:16][CH:17]=[C:18]2[C:23]=1[CH:22]=[CH:21][CH:20]=[C:19]2[CH2:24][CH2:25][NH2:26]. (2) Given the reactants Cl.[CH3:2][O:3][C:4](=[O:10])[C@H:5]([C@@H:7]([CH3:9])[OH:8])[NH2:6].[CH3:11][O:12][C:13]1[CH:14]=[C:15]([CH:19]=[CH:20][C:21]=1[N+:22]([O-:24])=[O:23])[C:16](O)=[O:17].CCN=C=NCCCN(C)C.Cl.C(N(CC)C(C)C)(C)C, predict the reaction product. The product is: [CH3:2][O:3][C:4](=[O:10])[C@H:5]([C@@H:7]([CH3:9])[OH:8])[NH:6][C:16](=[O:17])[C:15]1[CH:19]=[CH:20][C:21]([N+:22]([O-:24])=[O:23])=[C:13]([O:12][CH3:11])[CH:14]=1. (3) Given the reactants [CH3:1][O:2][C:3]1[CH:12]=[C:11]2[C:6]([C:7]([CH3:17])=[CH:8][C:9](=[O:16])[N:10]2[CH2:13][CH:14]=O)=[CH:5][CH:4]=1.[NH:18]1[CH2:23][CH2:22][CH:21]([NH:24][S:25]([C:28]2[CH:37]=[CH:36][C:31]3[O:32][CH2:33][CH2:34][O:35][C:30]=3[CH:29]=2)(=[O:27])=[O:26])[CH2:20][CH2:19]1.C(O[BH-](OC(=O)C)OC(=O)C)(=O)C.[Na+].C(=O)([O-])O.[Na+], predict the reaction product. The product is: [CH3:1][O:2][C:3]1[CH:12]=[C:11]2[C:6]([C:7]([CH3:17])=[CH:8][C:9](=[O:16])[N:10]2[CH2:13][CH2:14][N:18]2[CH2:19][CH2:20][CH:21]([NH:24][S:25]([C:28]3[CH:37]=[CH:36][C:31]4[O:32][CH2:33][CH2:34][O:35][C:30]=4[CH:29]=3)(=[O:27])=[O:26])[CH2:22][CH2:23]2)=[CH:5][CH:4]=1.